This data is from Full USPTO retrosynthesis dataset with 1.9M reactions from patents (1976-2016). The task is: Predict the reactants needed to synthesize the given product. (1) Given the product [Cl:1][C:2]1[C:11]2[C:6](=[CH:7][CH:8]=[C:9]([O:12][CH2:27][CH2:28][OH:29])[CH:10]=2)[N:5]=[C:4]([N:13]2[CH2:19][C:18]3[CH:20]=[CH:21][CH:22]=[CH:23][C:17]=3[S:16](=[O:25])(=[O:24])[CH2:15][CH2:14]2)[CH:3]=1, predict the reactants needed to synthesize it. The reactants are: [Cl:1][C:2]1[C:11]2[C:6](=[CH:7][CH:8]=[C:9]([OH:12])[CH:10]=2)[N:5]=[C:4]([N:13]2[CH2:19][C:18]3[CH:20]=[CH:21][CH:22]=[CH:23][C:17]=3[S:16](=[O:25])(=[O:24])[CH2:15][CH2:14]2)[CH:3]=1.Br[CH2:27][CH2:28][OH:29].C(=O)([O-])[O-].[K+].[K+]. (2) Given the product [Cl:18][C:17]1[C:16]([O:19][CH3:20])=[CH:15][CH:14]=[C:13]2[C:12]=1[N:11]=[C:9]([C:6]1[S:7][CH:8]=[C:4]([CH:1]([CH3:3])[CH3:2])[N:5]=1)[CH:22]=[C:21]2[OH:23], predict the reactants needed to synthesize it. The reactants are: [CH:1]([C:4]1[N:5]=[C:6]([C:9]([NH:11][C:12]2[C:17]([Cl:18])=[C:16]([O:19][CH3:20])[CH:15]=[CH:14][C:13]=2[C:21](=[O:23])[CH3:22])=O)[S:7][CH:8]=1)([CH3:3])[CH3:2].OC1C2C(=C(C)C(OC)=CC=2)N=C(C2SC=CN=2)C=1. (3) Given the product [C:1]([N:4]1[C:13]2[C:8](=[CH:9][C:10]([C:14]3[CH:15]=[CH:16][C:17]([C:18]([NH:64][CH:65]([CH2:68][OH:69])[CH2:66][OH:67])=[O:20])=[CH:21][CH:22]=3)=[CH:11][CH:12]=2)[C@H:7]([NH:23][C:24]2[CH:29]=[CH:28][CH:27]=[CH:26][N:25]=2)[CH2:6][C@@H:5]1[CH3:30])(=[O:3])[CH3:2], predict the reactants needed to synthesize it. The reactants are: [C:1]([N:4]1[C:13]2[C:8](=[CH:9][C:10]([C:14]3[CH:22]=[CH:21][C:17]([C:18]([OH:20])=O)=[CH:16][CH:15]=3)=[CH:11][CH:12]=2)[C@H:7]([NH:23][C:24]2[CH:29]=[CH:28][CH:27]=[CH:26][N:25]=2)[CH2:6][C@@H:5]1[CH3:30])(=[O:3])[CH3:2].CN(C(ON1N=NC2C=CC=NC1=2)=[N+](C)C)C.F[P-](F)(F)(F)(F)F.CCN(C(C)C)C(C)C.[NH2:64][CH:65]([CH2:68][OH:69])[CH2:66][OH:67]. (4) Given the product [CH2:11]([N:8]1[CH2:9][CH2:10][C:6]([C:18]2[CH:23]=[CH:22][CH:21]=[C:20]([C:24]([CH3:26])=[CH2:25])[CH:19]=2)([C:4]([OH:5])=[O:3])[CH2:7]1)[C:12]1[CH:13]=[CH:14][CH:15]=[CH:16][CH:17]=1, predict the reactants needed to synthesize it. The reactants are: C([O:3][C:4]([C:6]1([C:18]2[CH:23]=[CH:22][CH:21]=[C:20]([C:24]([CH3:26])=[CH2:25])[CH:19]=2)[CH2:10][CH2:9][N:8]([CH2:11][C:12]2[CH:17]=[CH:16][CH:15]=[CH:14][CH:13]=2)[CH2:7]1)=[O:5])C.O.[OH-].[Li+].Cl. (5) Given the product [CH3:1][O:2][C:3]1[CH:4]=[C:5]([C:9]([C:14]2[NH:22][C:17]3=[N:18][CH:19]=[CH:20][CH:21]=[C:16]3[CH:15]=2)=[CH:10][CH:11]([CH3:13])[CH3:12])[CH:6]=[CH:7][CH:8]=1, predict the reactants needed to synthesize it. The reactants are: [CH3:1][O:2][C:3]1[CH:4]=[C:5]([C:9]([C:14]2[N:22](S(C3C=CC=CC=3)(=O)=O)[C:17]3=[N:18][CH:19]=[CH:20][CH:21]=[C:16]3[CH:15]=2)=[CH:10][CH:11]([CH3:13])[CH3:12])[CH:6]=[CH:7][CH:8]=1.[OH-].[Na+].